This data is from Full USPTO retrosynthesis dataset with 1.9M reactions from patents (1976-2016). The task is: Predict the reactants needed to synthesize the given product. (1) The reactants are: C([BH3-])#N.[Na+].[NH2:5][CH2:6][C:7]1[CH:8]=[N:9][C:10]([Cl:13])=[CH:11][CH:12]=1.[C:14]1(=O)[CH2:19][CH2:18][CH2:17][CH2:16][CH2:15]1.C(O)(=O)C.C([O-])([O-])=O.[K+].[K+]. Given the product [Cl:13][C:10]1[N:9]=[CH:8][C:7]([CH2:6][NH:5][CH:14]2[CH2:19][CH2:18][CH2:17][CH2:16][CH2:15]2)=[CH:12][CH:11]=1, predict the reactants needed to synthesize it. (2) Given the product [CH3:1][O:2][C:3]1[CH:8]=[CH:7][C:6]([C:9]2[C:10]([C:12]3[CH:17]=[CH:16][C:15]([O:18][CH3:19])=[CH:14][CH:13]=3)=[N:21][C:22]3[C:27](=[CH:26][CH:25]=[C:24]([S:29]([OH:32])(=[O:30])=[O:31])[CH:23]=3)[N:28]=2)=[CH:5][CH:4]=1, predict the reactants needed to synthesize it. The reactants are: [CH3:1][O:2][C:3]1[CH:8]=[CH:7][C:6]([C:9](=O)[C:10]([C:12]2[CH:17]=[CH:16][C:15]([O:18][CH3:19])=[CH:14][CH:13]=2)=O)=[CH:5][CH:4]=1.[NH2:21][C:22]1[CH:23]=[C:24]([S:29]([OH:32])(=[O:31])=[O:30])[CH:25]=[CH:26][C:27]=1[NH2:28]. (3) Given the product [F:1][C:2]1[CH:7]=[CH:6][C:5]([S:8]([N:11]2[C:20]3[C:15](=[CH:16][C:17]([C:21]([OH:30])([C:26]([F:29])([F:28])[F:27])[C:22]([F:23])([F:24])[F:25])=[CH:18][CH:19]=3)[CH2:14][CH2:13][C@H:12]2[CH2:31][C:32]([NH:36][NH:35][C:37]([S:39][CH3:40])=[S:38])=[O:33])(=[O:10])=[O:9])=[CH:4][CH:3]=1, predict the reactants needed to synthesize it. The reactants are: [F:1][C:2]1[CH:7]=[CH:6][C:5]([S:8]([N:11]2[C:20]3[C:15](=[CH:16][C:17]([C:21]([OH:30])([C:26]([F:29])([F:28])[F:27])[C:22]([F:25])([F:24])[F:23])=[CH:18][CH:19]=3)[CH2:14][CH2:13][C@H:12]2[CH2:31][C:32](O)=[O:33])(=[O:10])=[O:9])=[CH:4][CH:3]=1.[NH:35]([C:37]([S:39][CH3:40])=[S:38])[NH2:36]. (4) Given the product [ClH:1].[Cl:1][C:2]1[C:7]2[N:8]([CH2:11][C@H:12]3[CH2:17][CH2:16][C@H:15]([CH3:18])[CH2:14][CH2:13]3)[C:9]([N:23]3[CH2:24][CH2:25][O:20][C@@H:21]4[CH2:28][CH2:27][CH2:26][C@@H:22]34)=[N:10][C:6]=2[CH:5]=[C:4]([Cl:19])[N:3]=1, predict the reactants needed to synthesize it. The reactants are: [Cl:1][C:2]1[C:7]2[N:8]([CH2:11][C@H:12]3[CH2:17][CH2:16][C@H:15]([CH3:18])[CH2:14][CH2:13]3)[CH:9]=[N:10][C:6]=2[CH:5]=[C:4]([Cl:19])[N:3]=1.[O:20]1[CH2:25][CH2:24][NH:23][C@@H:22]2[CH2:26][CH2:27][CH2:28][C@@H:21]12. (5) Given the product [Cl:36][C:37]1[CH:42]=[C:41]([O:43][C:44]2[C:49]([C:50]([N:52]3[C:61]4[C:56](=[CH:57][CH:58]=[CH:59][CH:60]=4)[N:55]([CH:62]4[CH2:63][CH2:64]4)[CH2:54][CH2:53]3)=[O:51])=[CH:48][CH:47]=[CH:46][N:45]=2)[C:40]([Cl:65])=[CH:39][C:38]=1[CH2:66][CH2:67][CH2:68][C:69]([OH:71])=[O:70], predict the reactants needed to synthesize it. The reactants are: ClC1C=C(OC2C(C(N3C4C(=CC=CC=4)N(C4CC4)CC3)=O)=CC=CN=2)C(Cl)=CC=1C=CC(O)=O.[Cl:36][C:37]1[CH:42]=[C:41]([O:43][C:44]2[C:49]([C:50]([N:52]3[C:61]4[C:56](=[CH:57][CH:58]=[CH:59][CH:60]=4)[N:55]([CH:62]4[CH2:64][CH2:63]4)[CH2:54][CH2:53]3)=[O:51])=[CH:48][CH:47]=[CH:46][N:45]=2)[C:40]([Cl:65])=[CH:39][C:38]=1[CH:66]=[CH:67][CH2:68][C:69]([OH:71])=[O:70].